The task is: Predict the reaction yield, written as a fraction of the theoretical maximum amount of product (1.0 means a 100% yield; for example, 0.34 means a 34% yield).. This data is from Reaction yield outcomes from USPTO patents with 853,638 reactions. (1) The reactants are [C:1]([C:5]1[C:13]2[C:8](=[CH:9][C:10]([N+:14]([O-])=O)=[CH:11][CH:12]=2)[NH:7][CH:6]=1)([CH3:4])([CH3:3])[CH3:2]. The catalyst is [Ni]. The product is [C:1]([C:5]1[C:13]2[C:8](=[CH:9][C:10]([NH2:14])=[CH:11][CH:12]=2)[NH:7][CH:6]=1)([CH3:4])([CH3:2])[CH3:3]. The yield is 0.770. (2) The reactants are [CH2:1]([O:3][C@@H:4]([CH2:9][C:10]1[CH:15]=[CH:14][C:13]([C:16]2[N:17]([CH3:24])[N:18]=[C:19]([N+:21]([O-])=O)[N:20]=2)=[CH:12][CH:11]=1)[C:5]([O:7][CH3:8])=[O:6])[CH3:2]. The catalyst is C(O)C.CO.[Pd]. The product is [NH2:21][C:19]1[N:20]=[C:16]([C:13]2[CH:12]=[CH:11][C:10]([CH2:9][C@H:4]([O:3][CH2:1][CH3:2])[C:5]([O:7][CH3:8])=[O:6])=[CH:15][CH:14]=2)[N:17]([CH3:24])[N:18]=1. The yield is 1.00.